From a dataset of Drug-target binding data from BindingDB using IC50 measurements. Regression. Given a target protein amino acid sequence and a drug SMILES string, predict the binding affinity score between them. We predict pIC50 (pIC50 = -log10(IC50 in M); higher means more potent). Dataset: bindingdb_ic50. (1) The drug is COc1ccc(CN=c2[nH]c(N3CCC[C@H]3CO)ncc2C(O)=NCc2ncccn2)cc1Cl. The target protein sequence is TRELQSLAAAVVPSAQTLKITDFSFSDFELSDLETALCTIRMFTDLNLVQNFQMKHEVLCRWILSVKKNYRKNVAYHNWRHAFNTAQCMFAALKAGKIQNKLTDLEILALLIAALSHDLDHRGVNNSYIQRSEHPLAQLYCHSIMEHHHFDQCLMILNSPGNQILSGLSIEEYKTTLKIIKQAILATDLALYIKRRGEFFELIRKNQFNLEDPHQKELFLAMLMTACDLSAITKPWPIQQRIAELVATEFFDQGDRERKELNIEPTDLMNREKKNKIPSMQVGFIDAICLQLYEALTHVSEDCFPLLDGCRKNRQKWQALAEQQEKMLINGESGQAKRN. The pIC50 is 8.0. (2) The small molecule is CCOC(=O)c1c(C)[nH]c2c(=O)n(C)cc(C#CC(C)(C)OCc3ccccc3)c12. The target protein sequence is PMVTLSSILESIINDMRDLPNTYPFHTPVNAKVVKDYYKIITRPMDLQTLRENVRKRLYPSREEFREHLELIVKNSATYNGPKHSLTQISQSMLDLCDEKLKEKEDKLARLEKAINPLLDDDDQVAFSFILDNIVTQKMMAVPDSWPFHHPVNKKFVPDYYKVIVNPMDLETIRKNISKHKYQSRESFLDDVNLILANSVKYNGPESQYTKTAQEIV. The pIC50 is 6.1. (3) The drug is CC(=O)N1CCN(c2ccc(OC[C@H]3CO[C@](Cn4ccnc4)(c4ccc(Cl)cc4Cl)O3)cc2)CC1. The target protein (P78329) has sequence MSQLSLSWLGLWPVAASPWLLLLLVGASWLLAHVLAWTYAFYDNCRRLRCFPQPPRRNWFWGHQGMVNPTEEGMRVLTQLVATYPQGFKVWMGPISPLLSLCHPDIIRSVINASAAIAPKDKFFYSFLEPWLGDGLLLSAGDKWSRHRRMLTPAFHFNILKPYMKIFNESVNIMHAKWQLLASEGSACLDMFEHISLMTLDSLQKCVFSFDSHCQEKPSEYIAAILELSALVSKRHHEILLHIDFLYYLTPDGQRFRRACRLVHDFTDAVIQERRRTLPSQGVDDFLQAKAKSKTLDFIDVLLLSKDEDGKKLSDEDIRAEADTFMFEGHDTTASGLSWVLYHLAKHPEYQERCRQEVQELLKDREPKEIEWDDLAHLPFLTMCMKESLRLHPPVPVISRHVTQDIVLPDGRVIPKGIICLISVFGTHHNPAVWPDPEVYDPFRFDPENIKERSPLAFIPFSAGPRNCIGQTFAMAEMKVVLALTLLRFRVLPDHTEPRR.... The pIC50 is 5.8. (4) The pIC50 is 6.3. The small molecule is CN(C)C[C@@H]1CCn2cc(c3ccccc32)C2=C(C(=O)NC2=O)c2cn(c3ccccc23)CCO1. The target protein sequence is MDGTAAEPRPGAGSLQHAQPPPQPRKKRPEDFKFGKILGEGSFSTVVLARELATSREYAIKILEKRHIIKENKVPYVTRERDVMSRLDHPFFTKLYFTFQDDEKLYFGLSYAKNGELLKYIRKIGSFDETCTRFYTAEIVSALEYLHGKGIIHRDLKPENILLNEDMHIQIADFGTAKVLSPESKQARANSFVGTAQYVSPELLTEKSACKSSDLWALGCIIYQLVAGLPPFRAGNEYLIFQKIIKLEYDFPEKFFPKARDLVEKLLVLDATKRLGCEEMEGYGPLKAHPFFESVTWENLHQQTPPKLT. (5) The small molecule is COc1ccccc1/C=C/C(=O)n1nnc2ccccc21. The target protein (P08587) has sequence MAEDLILERCDLQLEVNGRDHRTADLCRERLVLRRGQPFWLTLHFEGRGYEAGVDTLTFNAVTGPDPSEEAGTMARFSLSSAVEGGTWSASAVDQQDSTVSLLLSTPADAPIGLYRLSLEASTGYQGSSFVLGHFILLYNPRCPADAVYMDSDQERQEYVLTQQGFIYQGSAKFINGIPWNFGQFEDGILDICLMLLDTNPKFLKNAGQDCSRRSRPVYVGRVVSAMVNCNDDQGVLQGRWDNNYSDGVSPMSWIGSVDILRRWKDYGCQRVKYGQCWVFAAVACTVLRCLGIPTRVVTNFNSAHDQNSNLLIEYFRNESGEIEGNKSEMIWNFHCWVESWMTRPDLEPGYEGWQALDPTPQEKSEGTYCCGPVPVRAIKEGHLNVKYDAPFVFAEVNADVVNWIRQKDGSLRKSINHLVVGLKISTKSVGRDEREDITHTYKYPEGSEEEREAFVRANHLNKLATKEEAQEETGVAMRIRVGQNMTMGSDFDIFAYITN.... The pIC50 is 4.0. (6) The compound is CC(C)C(=O)NC1CCN(Cc2ccccc2)CC1. The target protein (Q9NSD5) has sequence MDSRVSGTTSNGETKPVYPVMEKKEEDGTLERGHWNNKMEFVLSVAGEIIGLGNVWRFPYLCYKNGGGAFFIPYLVFLFTCGIPVFLLETALGQYTSQGGVTAWRKICPIFEGIGYASQMIVILLNVYYIIVLAWALFYLFSSFTIDLPWGGCYHEWNTEHCMEFQKTNGSLNGTSENATSPVIEFWERRVLKISDGIQHLGALRWELALCLLLAWVICYFCIWKGVKSTGKVVYFTATFPYLMLVVLLIRGVTLPGAAQGIQFYLYPNLTRLWDPQVWMDAGTQIFFSFAICLGCLTALGSYNKYHNNCYRDCIALCFLNSGTSFVAGFAIFSILGFMSQEQGVPISEVAESGPGLAFIAYPRAVVMLPFSPLWACCFFFMVVLLGLDSQFVCVESLVTALVDMYPHVFRKKNRREVLILGVSVVSFLVGLIMLTEGGMYVFQLFDYYAASGMCLLFVAIFESLCVAWVYGAKRFYDNIEDMIGYRPWPLIKYCWLFLT.... The pIC50 is 3.0.